This data is from Forward reaction prediction with 1.9M reactions from USPTO patents (1976-2016). The task is: Predict the product of the given reaction. (1) Given the reactants C([Si](C)(C)[O:6][CH2:7][CH2:8][N:9]([CH2:36][CH3:37])[CH2:10][CH2:11][CH2:12][CH2:13][O:14][C:15]1[CH:35]=[CH:34][C:18]2[C:19]([C:22]3[CH:27]=[CH:26][C:25]([C:28]#[C:29][CH2:30][N:31]([CH3:33])[CH3:32])=[CH:24][CH:23]=3)=[N:20][S:21][C:17]=2[CH:16]=1)(C)(C)C.[N+](CCCC)(CCCC)(CCCC)CCCC.[F-], predict the reaction product. The product is: [CH3:33][N:31]([CH3:32])[CH2:30][C:29]#[C:28][C:25]1[CH:26]=[CH:27][C:22]([C:19]2[C:18]3[CH:34]=[CH:35][C:15]([O:14][CH2:13][CH2:12][CH2:11][CH2:10][N:9]([CH2:36][CH3:37])[CH2:8][CH2:7][OH:6])=[CH:16][C:17]=3[S:21][N:20]=2)=[CH:23][CH:24]=1. (2) Given the reactants [CH:1]1([N:6]2[C:14]([C:15]3[CH:20]=[CH:19][C:18]([O:21]C)=[CH:17][CH:16]=3)=[C:13]3[C:8]([C:9]([F:23])=[CH:10][CH:11]=[CH:12]3)=[N:7]2)[CH2:5][CH2:4][CH2:3][CH2:2]1.B(Br)(Br)Br.C1CCCCC=1, predict the reaction product. The product is: [CH:1]1([N:6]2[C:14]([C:15]3[CH:16]=[CH:17][C:18]([OH:21])=[CH:19][CH:20]=3)=[C:13]3[C:8]([C:9]([F:23])=[CH:10][CH:11]=[CH:12]3)=[N:7]2)[CH2:2][CH2:3][CH2:4][CH2:5]1.